From a dataset of CYP3A4 inhibition data for predicting drug metabolism from PubChem BioAssay. Regression/Classification. Given a drug SMILES string, predict its absorption, distribution, metabolism, or excretion properties. Task type varies by dataset: regression for continuous measurements (e.g., permeability, clearance, half-life) or binary classification for categorical outcomes (e.g., BBB penetration, CYP inhibition). Dataset: cyp3a4_veith. (1) The molecule is c1ccc(-c2ccc(N3CC[C@@]4(CCCNC4)C3)cc2)cc1. The result is 0 (non-inhibitor). (2) The molecule is COCCCNCC(=O)c1c(N)n(Cc2ccccc2)c(=O)n(C)c1=O.O=C(O)C(=O)O. The result is 0 (non-inhibitor). (3) The drug is CCCCCCCOC1(c2ccccc2)OC(=O)c2ccccc21. The result is 0 (non-inhibitor). (4) The molecule is O=C(Nc1ccccc1)c1cc(-c2ccccc2Cl)no1. The result is 0 (non-inhibitor).